Dataset: Catalyst prediction with 721,799 reactions and 888 catalyst types from USPTO. Task: Predict which catalyst facilitates the given reaction. (1) Reactant: Cl[C:2]1[N:3]=[CH:4][C:5]2[N:6]([CH3:21])[C:7](=[O:20])[C:8]3([CH2:19][CH2:18]3)[CH2:9][N:10]([CH:13]3[CH2:17][CH2:16][CH2:15][CH2:14]3)[C:11]=2[N:12]=1.[NH2:22][C:23]1[CH:36]=[CH:35][C:26]([C:27]([NH:29][CH2:30][CH2:31][N:32]([CH3:34])[CH3:33])=[O:28])=[CH:25][C:24]=1[Cl:37].C(=O)([O-])[O-].[Cs+].[Cs+].CC1(C)C2C(=C(P(C3C=CC=CC=3)C3C=CC=CC=3)C=CC=2)OC2C(P(C3C=CC=CC=3)C3C=CC=CC=3)=CC=CC1=2. Product: [Cl:37][C:24]1[CH:25]=[C:26]([CH:35]=[CH:36][C:23]=1[NH:22][C:2]1[N:3]=[CH:4][C:5]2[N:6]([CH3:21])[C:7](=[O:20])[C:8]3([CH2:19][CH2:18]3)[CH2:9][N:10]([CH:13]3[CH2:14][CH2:15][CH2:16][CH2:17]3)[C:11]=2[N:12]=1)[C:27]([NH:29][CH2:30][CH2:31][N:32]([CH3:34])[CH3:33])=[O:28]. The catalyst class is: 258. (2) Reactant: [CH2:1]([O:8][C:9]([NH:11][CH2:12][CH2:13][CH2:14][C@H:15]([NH:28]C(OC(C)(C)C)=O)[C:16]([NH:18][CH2:19][CH2:20][CH2:21][CH2:22][CH2:23][C:24]([O:26][CH3:27])=[O:25])=[O:17])=[O:10])[C:2]1[CH:7]=[CH:6][CH:5]=[CH:4][CH:3]=1.[ClH:36]. Product: [ClH:36].[NH2:28][C@@H:15]([CH2:14][CH2:13][CH2:12][NH:11][C:9]([O:8][CH2:1][C:2]1[CH:7]=[CH:6][CH:5]=[CH:4][CH:3]=1)=[O:10])[C:16]([NH:18][CH2:19][CH2:20][CH2:21][CH2:22][CH2:23][C:24]([O:26][CH3:27])=[O:25])=[O:17]. The catalyst class is: 12. (3) Reactant: [CH2:1]([O:3][C:4]([CH:6]=P(C1C=CC=CC=1)(C1C=CC=CC=1)C1C=CC=CC=1)=[O:5])[CH3:2].[Cl:26][C:27]1[CH:32]=[CH:31][C:30]([C:33]2[CH:34]=[CH:35][C:36]([CH:39]=O)=[N:37][CH:38]=2)=[CH:29][CH:28]=1. Product: [Cl:26][C:27]1[CH:28]=[CH:29][C:30]([C:33]2[CH:34]=[CH:35][C:36](/[CH:39]=[CH:6]/[C:4]([O:3][CH2:1][CH3:2])=[O:5])=[N:37][CH:38]=2)=[CH:31][CH:32]=1. The catalyst class is: 1. (4) Reactant: [Cl:1][C:2]1[CH:7]=[CH:6][CH:5]=[CH:4][C:3]=1[CH:8]([NH:13][S:14]([CH3:17])(=[O:16])=[O:15])[CH2:9][N+:10]([O-])=O. The catalyst class is: 94. Product: [NH2:10][CH2:9][CH:8]([NH:13][S:14]([CH3:17])(=[O:16])=[O:15])[C:3]1[CH:4]=[CH:5][CH:6]=[CH:7][C:2]=1[Cl:1]. (5) Reactant: Br[C:2]1[CH:7]=[CH:6][C:5]([C@H:8]([NH:12][C@H:13]([C:18]([NH:20][C:21]2([C:24]#[N:25])[CH2:23][CH2:22]2)=[O:19])[CH2:14][CH:15]([CH3:17])[CH3:16])[CH:9]([F:11])[F:10])=[CH:4][CH:3]=1.[CH3:26][S:27][C:28]1[CH:33]=[CH:32][C:31](B(O)O)=[CH:30][CH:29]=1.C([O-])([O-])=O.[Na+].[Na+].C(=O)(O)[O-].[Na+]. Product: [C:24]([C:21]1([NH:20][C:18](=[O:19])[C@H:13]([CH2:14][CH:15]([CH3:17])[CH3:16])[NH:12][C@@H:8]([C:5]2[CH:6]=[CH:7][C:2]([C:31]3[CH:32]=[CH:33][C:28]([S:27][CH3:26])=[CH:29][CH:30]=3)=[CH:3][CH:4]=2)[CH:9]([F:11])[F:10])[CH2:23][CH2:22]1)#[N:25]. The catalyst class is: 399. (6) Reactant: [N+:1]([C:4]1[CH:9]=[CH:8][C:7]([C:10]2[NH:11][C:12]([C:15]3[CH:16]=[C:17]([CH:21]=[CH:22][CH:23]=3)[C:18](O)=[O:19])=[CH:13][N:14]=2)=[CH:6][CH:5]=1)([O-:3])=[O:2].C(Cl)(C(Cl)=O)=O.[NH2:30][C:31]1[CH:36]=[CH:35][CH:34]=[CH:33][N:32]=1.O. Product: [N+:1]([C:4]1[CH:5]=[CH:6][C:7]([C:10]2[NH:11][C:12]([C:15]3[CH:16]=[C:17]([CH:21]=[CH:22][CH:23]=3)[C:18]([NH:30][C:31]3[CH:36]=[CH:35][CH:34]=[CH:33][N:32]=3)=[O:19])=[CH:13][N:14]=2)=[CH:8][CH:9]=1)([O-:3])=[O:2]. The catalyst class is: 272. (7) Reactant: [NH2:1][CH2:2][C@@H:3]1[O:7][C:6](=[O:8])[N:5]([C:9]2[CH:17]=[CH:16][C:12]([C:13]([NH2:15])=[O:14])=[C:11]([F:18])[CH:10]=2)[CH2:4]1.C(N(CC)CC)C.[C:26](O[C:26]([O:28][C:29]([CH3:32])([CH3:31])[CH3:30])=[O:27])([O:28][C:29]([CH3:32])([CH3:31])[CH3:30])=[O:27]. Product: [C:13]([C:12]1[CH:16]=[CH:17][C:9]([N:5]2[CH2:4][C@H:3]([CH2:2][NH:1][C:26](=[O:27])[O:28][C:29]([CH3:32])([CH3:31])[CH3:30])[O:7][C:6]2=[O:8])=[CH:10][C:11]=1[F:18])(=[O:14])[NH2:15]. The catalyst class is: 83. (8) Reactant: C([O:5][C:6]1[C:11]([CH2:12][NH:13][C:14]2[CH:19]=[CH:18][C:17]([O:20][CH2:21][C:22]#[CH:23])=[CH:16][C:15]=2[C:24]([C:26]2[CH:31]=[CH:30][C:29]([CH:32]([CH3:34])[CH3:33])=[CH:28][CH:27]=2)=O)=[CH:10][CH:9]=[CH:8][N:7]=1)(C)(C)C.[O-]C#[N:37].[Na+].C(OCC)(=O)C.[C:45](=[O:48])(O)[O-]. Product: [OH:5][C:6]1[C:11]([CH2:12][N:13]2[C:14]3[C:15](=[CH:16][C:17]([O:20][CH2:21][C:22]#[CH:23])=[CH:18][CH:19]=3)[C:24]([C:26]3[CH:31]=[CH:30][C:29]([CH:32]([CH3:34])[CH3:33])=[CH:28][CH:27]=3)=[N:37][C:45]2=[O:48])=[CH:10][CH:9]=[CH:8][N:7]=1. The catalyst class is: 15.